From a dataset of Full USPTO retrosynthesis dataset with 1.9M reactions from patents (1976-2016). Predict the reactants needed to synthesize the given product. (1) Given the product [S:25]1[C:29]2[CH:30]=[CH:31][CH:32]=[CH:33][C:28]=2[N:27]=[C:26]1[NH:34][C:35]([C:37]1[CH:38]=[CH:39][CH:40]=[C:41]2[C:46]=1[CH2:45][N:44]([C:47]1[S:49][C:11]([CH2:10][CH2:9][O:8][Si:1]([C:4]([CH3:5])([CH3:6])[CH3:7])([CH3:2])[CH3:3])=[C:14]([C:15]([O:17][CH2:18][CH3:19])=[O:16])[N:48]=1)[CH2:43][CH2:42]2)=[O:36], predict the reactants needed to synthesize it. The reactants are: [Si:1]([O:8][CH2:9][CH2:10][CH:11]=O)([C:4]([CH3:7])([CH3:6])[CH3:5])([CH3:3])[CH3:2].Cl[CH:14](Cl)[C:15]([O:17][CH2:18][CH3:19])=[O:16].C([O-])C.[Na+].[S:25]1[C:29]2[CH:30]=[CH:31][CH:32]=[CH:33][C:28]=2[N:27]=[C:26]1[NH:34][C:35]([C:37]1[CH:38]=[CH:39][CH:40]=[C:41]2[C:46]=1[CH2:45][N:44]([C:47](=[S:49])[NH2:48])[CH2:43][CH2:42]2)=[O:36]. (2) The reactants are: [C:1]([C:4]1[CH:8]=[C:7]([C:9]([OH:11])=O)[NH:6][N:5]=1)(=[O:3])[CH3:2].CCN(C(C)C)C(C)C.C1C=CC2N(O)N=NC=2C=1.CCN=C=NCCCN(C)C.[NH2:42][C@@H:43]([CH3:59])[CH2:44][N:45]1[CH:49]=[CH:48][C:47]([C:50]2[CH:57]=[CH:56][C:53]([C:54]#[N:55])=[C:52]([Cl:58])[CH:51]=2)=[N:46]1. Given the product [C:1]([C:4]1[CH:8]=[C:7]([C:9]([NH:42][C@@H:43]([CH3:59])[CH2:44][N:45]2[CH:49]=[CH:48][C:47]([C:50]3[CH:57]=[CH:56][C:53]([C:54]#[N:55])=[C:52]([Cl:58])[CH:51]=3)=[N:46]2)=[O:11])[NH:6][N:5]=1)(=[O:3])[CH3:2], predict the reactants needed to synthesize it.